From a dataset of Full USPTO retrosynthesis dataset with 1.9M reactions from patents (1976-2016). Predict the reactants needed to synthesize the given product. (1) Given the product [CH3:10][O:9][C:8]1[CH:7]=[CH:6][C:5]([C:16]2[CH:21]=[CH:20][N:19]=[CH:18][CH:17]=2)=[CH:4][C:3]=1[CH:1]=[O:2], predict the reactants needed to synthesize it. The reactants are: [CH:1]([C:3]1[CH:4]=[C:5](B(O)O)[CH:6]=[CH:7][C:8]=1[O:9][CH3:10])=[O:2].Cl.Cl[C:16]1[CH:21]=[CH:20][N:19]=[CH:18][CH:17]=1.C1(P(C2C=CC=CC=2)C2C=CC=CC=2)C=CC=CC=1.C(OCOCC)C. (2) Given the product [OH:17][C@H:18]([C:22]1[NH:1][C:2]2[CH:3]=[C:4]([C:9]([C:11]3[CH:12]=[CH:13][CH:14]=[CH:15][CH:16]=3)=[O:10])[CH:5]=[CH:6][C:7]=2[N:8]=1)[CH3:19], predict the reactants needed to synthesize it. The reactants are: [NH2:1][C:2]1[CH:3]=[C:4]([C:9]([C:11]2[CH:16]=[CH:15][CH:14]=[CH:13][CH:12]=2)=[O:10])[CH:5]=[CH:6][C:7]=1[NH2:8].[OH:17][C@@H:18]([CH3:22])[C:19](O)=O.